This data is from Forward reaction prediction with 1.9M reactions from USPTO patents (1976-2016). The task is: Predict the product of the given reaction. (1) Given the reactants BrBr.Br[C:4]1C(Br)=C(Br)C(Br)=C2C(=O)OC(=O)[C:9]=12.CC(O[P:23]([O:30][CH:31]([CH2:33]Cl)C)([O:25][CH:26]([CH2:28]Cl)C)=[O:24])CCl, predict the reaction product. The product is: [CH2:31]([O:30][P:23]([CH2:4][CH3:9])(=[O:24])[O:25][CH2:26][CH3:28])[CH3:33]. (2) Given the reactants [CH3:1][O:2][C:3]1[CH:4]=[C:5]2[C:9](=[CH:10][CH:11]=1)[NH:8][C:7]([CH3:12])=[CH:6]2.[Cl:13][C:14]1[N:15]=[N:16][C:17]([CH2:20]Cl)=[CH:18][CH:19]=1, predict the reaction product. The product is: [Cl:13][C:14]1[N:15]=[N:16][C:17]([CH2:20][N:8]2[C:9]3[C:5](=[CH:4][C:3]([O:2][CH3:1])=[CH:11][CH:10]=3)[CH:6]=[C:7]2[CH3:12])=[CH:18][CH:19]=1. (3) Given the reactants C[O:2][C:3](=[O:21])[C:4]1[CH:9]=[C:8]([S:10](=[O:14])(=[O:13])[NH:11][CH3:12])[CH:7]=[CH:6][C:5]=1[O:15][CH2:16][C:17]([F:20])([F:19])[F:18], predict the reaction product. The product is: [CH3:12][NH:11][S:10]([C:8]1[CH:7]=[CH:6][C:5]([O:15][CH2:16][C:17]([F:19])([F:18])[F:20])=[C:4]([CH:9]=1)[C:3]([OH:21])=[O:2])(=[O:13])=[O:14]. (4) Given the reactants [CH2:1]([O:3][C:4]1[CH:5]=[C:6]([C:13](=[O:19])[CH2:14][CH2:15][C:16]([OH:18])=O)[CH:7]=[CH:8][C:9]=1[O:10][CH2:11][CH3:12])[CH3:2].[CH3:20][O:21][C:22]1[CH:23]=[C:24]([C:28]2[C:37]3[C:32](=[CH:33][CH:34]=[CH:35][CH:36]=3)[N:31]=[C:30]([NH2:38])[CH:29]=2)[CH:25]=[CH:26][CH:27]=1.CCN=C=NCCCN(C)C.C1C=CC2N(O)N=NC=2C=1, predict the reaction product. The product is: [CH2:1]([O:3][C:4]1[CH:5]=[C:6]([C:13](=[O:19])[CH2:14][CH2:15][C:16]([NH:38][C:30]2[CH:29]=[C:28]([C:24]3[CH:25]=[CH:26][CH:27]=[C:22]([O:21][CH3:20])[CH:23]=3)[C:37]3[C:32](=[CH:33][CH:34]=[CH:35][CH:36]=3)[N:31]=2)=[O:18])[CH:7]=[CH:8][C:9]=1[O:10][CH2:11][CH3:12])[CH3:2]. (5) Given the reactants [Br:1]CC(C1C=CC=CC=1F)=O.FC1C=CC=CC=1C(=O)C.[F:22][C:23]1[CH:24]=[C:25]([C:30](=[O:32])[CH3:31])[CH:26]=[C:27]([F:29])[CH:28]=1, predict the reaction product. The product is: [Br:1][CH2:31][C:30]([C:25]1[CH:24]=[C:23]([F:22])[CH:28]=[C:27]([F:29])[CH:26]=1)=[O:32].